Dataset: Catalyst prediction with 721,799 reactions and 888 catalyst types from USPTO. Task: Predict which catalyst facilitates the given reaction. (1) Product: [Br:10][CH2:11][CH2:12][CH2:13][O:9][C:3]1[CH:4]=[C:5]([F:8])[CH:6]=[CH:7][C:2]=1[F:1]. Reactant: [F:1][C:2]1[CH:7]=[CH:6][C:5]([F:8])=[CH:4][C:3]=1[OH:9].[Br:10][CH2:11][CH2:12][CH2:13]Br.C(=O)([O-])[O-].[K+].[K+]. The catalyst class is: 10. (2) Reactant: Cl[CH2:2][CH2:3][CH2:4][NH:5][C:6]1[N:7]=[C:8]([C:25]2[CH:26]=[C:27]([CH:34]=[CH:35][C:36]=2[CH3:37])[C:28]([NH:30][CH2:31][CH2:32][CH3:33])=[O:29])[C:9]2[CH2:14][NH:13][C:12](=[O:15])[N:11]([C:16]3[C:21]([F:22])=[CH:20][CH:19]=[CH:18][C:17]=3[F:23])[C:10]=2[N:24]=1.[CH2:38]([NH2:40])[CH3:39].C(=O)([O-])[O-].[K+].[K+]. Product: [F:22][C:21]1[CH:20]=[CH:19][CH:18]=[C:17]([F:23])[C:16]=1[N:11]1[C:10]2[N:24]=[C:6]([NH:5][CH2:4][CH2:3][CH2:2][NH:40][CH2:38][CH3:39])[N:7]=[C:8]([C:25]3[CH:26]=[C:27]([CH:34]=[CH:35][C:36]=3[CH3:37])[C:28]([NH:30][CH2:31][CH2:32][CH3:33])=[O:29])[C:9]=2[CH2:14][NH:13][C:12]1=[O:15]. The catalyst class is: 31. (3) Reactant: [Cl:1][CH2:2][C:3](Cl)=[O:4].[CH3:6][O:7][CH:8]([O:12][CH3:13])[CH2:9][NH:10][CH3:11].C(=O)([O-])[O-].[K+].[K+].O. Product: [Cl:1][CH2:2][C:3]([N:10]([CH2:9][CH:8]([O:12][CH3:13])[O:7][CH3:6])[CH3:11])=[O:4]. The catalyst class is: 504. (4) Reactant: [Cl:1][C:2]1[CH:3]=[C:4]2[C:8](=[CH:9][C:10]=1[C:11]([N:13]([CH:27]([CH3:29])[CH3:28])[C@@H:14]1[CH2:19][CH2:18][CH2:17][N:16](C(OC(C)(C)C)=O)[CH2:15]1)=[O:12])[N:7]([CH2:30][CH2:31][CH2:32][CH2:33][O:34][CH3:35])[C:6](=[O:36])[C:5]2([CH3:38])[CH3:37].Cl.O1CCOCC1. Product: [ClH:1].[Cl:1][C:2]1[CH:3]=[C:4]2[C:8](=[CH:9][C:10]=1[C:11]([N:13]([CH:27]([CH3:28])[CH3:29])[C@@H:14]1[CH2:19][CH2:18][CH2:17][NH:16][CH2:15]1)=[O:12])[N:7]([CH2:30][CH2:31][CH2:32][CH2:33][O:34][CH3:35])[C:6](=[O:36])[C:5]2([CH3:38])[CH3:37]. The catalyst class is: 12. (5) Reactant: [C:1]([O:5][C:6]([C:8]1[C:9](=[O:28])[NH:10][C:11]2[C:16]([C:17]=1[C:18]1[CH:23]=[CH:22][CH:21]=[C:20]([CH:24]([CH3:26])[CH3:25])[CH:19]=1)=[CH:15][C:14]([Cl:27])=[CH:13][CH:12]=2)=[O:7])([CH3:4])([CH3:3])[CH3:2].[H-].[Na+].C1C=CC(N([S:38]([C:41]([F:44])([F:43])[F:42])(=[O:40])=[O:39])[S:38]([C:41]([F:44])([F:43])[F:42])(=[O:40])=[O:39])=CC=1. Product: [C:1]([O:5][C:6]([C:8]1[C:9]([O:28][S:38]([C:41]([F:44])([F:43])[F:42])(=[O:40])=[O:39])=[N:10][C:11]2[C:16]([C:17]=1[C:18]1[CH:23]=[CH:22][CH:21]=[C:20]([CH:24]([CH3:25])[CH3:26])[CH:19]=1)=[CH:15][C:14]([Cl:27])=[CH:13][CH:12]=2)=[O:7])([CH3:2])([CH3:4])[CH3:3]. The catalyst class is: 3.